The task is: Regression/Classification. Given a drug SMILES string, predict its absorption, distribution, metabolism, or excretion properties. Task type varies by dataset: regression for continuous measurements (e.g., permeability, clearance, half-life) or binary classification for categorical outcomes (e.g., BBB penetration, CYP inhibition). Dataset: cyp1a2_veith.. This data is from CYP1A2 inhibition data for predicting drug metabolism from PubChem BioAssay. (1) The compound is COc1ccc(C(=O)[C@H](Br)[C@H](Br)C(=O)O)cc1. The result is 1 (inhibitor). (2) The result is 1 (inhibitor). The drug is O=C(N/N=C/c1ccco1)c1ccc(Br)o1. (3) The molecule is C[N+](C)(C)CC(=O)O. The result is 0 (non-inhibitor). (4) The drug is C[C@@H](Cc1ccccc1)[C@@H](C)N. The result is 0 (non-inhibitor). (5) The compound is O=c1oc2c(CN3CCOCC3)c(O)ccc2c2ccccc12. The result is 1 (inhibitor). (6) The compound is N#CCCn1c(=O)c(-c2cccc(C#N)c2)nc2cnc(Oc3cccc(Cl)c3)nc21. The result is 0 (non-inhibitor). (7) The result is 1 (inhibitor). The molecule is COc1ccc(NC(=O)c2ccc3c(=O)n(Cc4ccco4)c(=S)[nH]c3c2)c(OC)c1. (8) The compound is CN(C)CCCNc1ncnc2nc[nH]c12. The result is 0 (non-inhibitor). (9) The molecule is C[C@H]1C[C@H]2[C@@H]3CC[C@](O)(C(=O)CO)[C@@]3(C)C[C@H](O)[C@H]2[C@@]2(C)C=CC(=O)C=C12. The result is 0 (non-inhibitor).